From a dataset of Full USPTO retrosynthesis dataset with 1.9M reactions from patents (1976-2016). Predict the reactants needed to synthesize the given product. (1) Given the product [Cl:29][C:26]1[CH:25]=[CH:24][C:23]([CH2:22][C:18]2([OH:21])[CH2:19][CH2:20][NH:15][CH2:16][C:17]2([CH3:30])[CH3:31])=[CH:28][CH:27]=1, predict the reactants needed to synthesize it. The reactants are: FC(F)(F)C(O)=O.C(OC([N:15]1[CH2:20][CH2:19][C:18]([CH2:22][C:23]2[CH:28]=[CH:27][C:26]([Cl:29])=[CH:25][CH:24]=2)([OH:21])[C:17]([CH3:31])([CH3:30])[CH2:16]1)=O)(C)(C)C. (2) Given the product [CH2:28]([NH:35][C:2]1[CH:3]=[CH:4][C:5]([CH2:8][C:9]2[C:17]3[C:12](=[N:13][CH:14]=[CH:15][CH:16]=3)[N:11]([Si:18]([CH:25]([CH3:27])[CH3:26])([CH:22]([CH3:24])[CH3:23])[CH:19]([CH3:21])[CH3:20])[CH:10]=2)=[CH:6][N:7]=1)[C:29]1[CH:34]=[CH:33][CH:32]=[CH:31][CH:30]=1, predict the reactants needed to synthesize it. The reactants are: Cl[C:2]1[N:7]=[CH:6][C:5]([CH2:8][C:9]2[C:17]3[C:12](=[N:13][CH:14]=[CH:15][CH:16]=3)[N:11]([Si:18]([CH:25]([CH3:27])[CH3:26])([CH:22]([CH3:24])[CH3:23])[CH:19]([CH3:21])[CH3:20])[CH:10]=2)=[CH:4][CH:3]=1.[CH2:28]([NH2:35])[C:29]1[CH:34]=[CH:33][CH:32]=[CH:31][CH:30]=1.CC(C)([O-])C.[K+].C(P(C(C)(C)C)C1C=CC=CC=1C1C=CC=CC=1)(C)(C)C.